Dataset: Catalyst prediction with 721,799 reactions and 888 catalyst types from USPTO. Task: Predict which catalyst facilitates the given reaction. (1) Reactant: [OH:1][C:2]1[CH:9]=[C:8]([O:10][CH3:11])[CH:7]=[CH:6][C:3]=1[C:4]#[N:5].[CH:12]1(O)[CH2:16][CH2:15][CH2:14][CH2:13]1.C1(P(C2C=CC=CC=2)C2C=CC=CC=2)C=CC=CC=1. Product: [CH:12]1([O:1][C:2]2[CH:9]=[C:8]([O:10][CH3:11])[CH:7]=[CH:6][C:3]=2[C:4]#[N:5])[CH2:16][CH2:15][CH2:14][CH2:13]1. The catalyst class is: 1. (2) Reactant: COC[O:4][CH2:5][CH2:6][CH2:7][C:8]1[C:9]([CH:13]([CH3:15])[CH3:14])=[N:10][NH:11][CH:12]=1.Cl[C:17]1[N:18]=[N:19][C:20]([O:23][CH3:24])=[CH:21][CH:22]=1.[H-].[Na+].[H][H]. Product: [CH3:24][O:23][C:20]1[N:19]=[N:18][C:17]([N:11]2[CH:12]=[C:8]([CH2:7][CH2:6][CH2:5][OH:4])[C:9]([CH:13]([CH3:14])[CH3:15])=[N:10]2)=[CH:22][CH:21]=1. The catalyst class is: 145. (3) Product: [Cl:1][C:2]1[CH:3]=[C:4]([NH:9][C:10]2[N:15]=[C:14]([N:30]3[CH2:35][CH2:34][O:33][CH2:32][CH2:31]3)[C:13]([C:20]3[CH:25]=[CH:24][N:23]=[C:22]([C:26]([O:28][CH3:29])=[O:27])[CH:21]=3)=[CH:12][N:11]=2)[CH:5]=[CH:6][C:7]=1[F:8]. The catalyst class is: 37. Reactant: [Cl:1][C:2]1[CH:3]=[C:4]([NH:9][C:10]2[N:15]=[C:14](S(C)(=O)=O)[C:13]([C:20]3[CH:25]=[CH:24][N:23]=[C:22]([C:26]([O:28][CH3:29])=[O:27])[CH:21]=3)=[CH:12][N:11]=2)[CH:5]=[CH:6][C:7]=1[F:8].[NH:30]1[CH2:35][CH2:34][O:33][CH2:32][CH2:31]1.CCN(C(C)C)C(C)C.O. (4) Reactant: [N+]([O-])(O)=O.[N+:5]([C:8]1[CH:18]=[CH:17][C:11]2[CH2:12][CH2:13][NH:14][CH2:15][CH2:16][C:10]=2[CH:9]=1)([O-:7])=[O:6].C(=O)([O-])[O-].[K+].[K+].I[CH2:26][CH3:27]. Product: [CH2:26]([N:14]1[CH2:15][CH2:16][C:10]2[CH:9]=[C:8]([N+:5]([O-:7])=[O:6])[CH:18]=[CH:17][C:11]=2[CH2:12][CH2:13]1)[CH3:27]. The catalyst class is: 21. (5) Reactant: O[C:2]1[C:3]2[C:10]3[CH2:11][CH2:12][CH:13]([C:15]([O:17][CH2:18][CH3:19])=[O:16])[CH2:14][C:9]=3[S:8][C:4]=2[N:5]=[CH:6][N:7]=1.C(N(C(C)C)C(C)C)C.P(Cl)(Cl)([Cl:31])=O.C(=O)([O-])O.[Na+]. Product: [Cl:31][C:2]1[C:3]2[C:10]3[CH2:11][CH2:12][CH:13]([C:15]([O:17][CH2:18][CH3:19])=[O:16])[CH2:14][C:9]=3[S:8][C:4]=2[N:5]=[CH:6][N:7]=1. The catalyst class is: 11.